The task is: Predict the product of the given reaction.. This data is from Forward reaction prediction with 1.9M reactions from USPTO patents (1976-2016). (1) Given the reactants Br[C:2]1[C:3]([CH3:10])=[N:4][CH:5]=[C:6]([O:8][CH3:9])[CH:7]=1.CC1(C)C(C)(C)[O:15][B:14](B2OC(C)(C)C(C)(C)O2)[O:13]1.C(Cl)Cl.C([O-])(=O)C.[K+].Cl, predict the reaction product. The product is: [CH3:9][O:8][C:6]1[CH:7]=[C:2]([B:14]([OH:15])[OH:13])[C:3]([CH3:10])=[N:4][CH:5]=1. (2) The product is: [CH3:15][O:14][C:10]1[CH:11]=[C:12]2[C:7](=[CH:8][CH:9]=1)[NH:6][CH:5]([C:3]([NH2:16])=[O:2])[CH2:13]2. Given the reactants C[O:2][C:3]([CH:5]1[CH2:13][C:12]2[C:7](=[CH:8][CH:9]=[C:10]([O:14][CH3:15])[CH:11]=2)[NH:6]1)=O.[NH3:16], predict the reaction product. (3) Given the reactants Cl[C:2](=[CH2:5])[C:3]#[N:4].[NH2:6][C:7]1[CH:12]=[CH:11][CH:10]=[CH:9][C:8]=1[OH:13].[Cl-].[K+], predict the reaction product. The product is: [O:13]1[C:8]2[CH:9]=[CH:10][CH:11]=[CH:12][C:7]=2[NH:6][CH2:5][CH:2]1[C:3]#[N:4].